Dataset: Full USPTO retrosynthesis dataset with 1.9M reactions from patents (1976-2016). Task: Predict the reactants needed to synthesize the given product. (1) Given the product [Cl:1][C:2]1[CH:7]=[CH:6][C:5]([OH:8])=[CH:4][C:3]=1[CH:10]([CH3:25])[C:11]([C:17]1[CH:18]=[CH:19][C:20](=[O:24])[N:21]([CH3:23])[CH:22]=1)([OH:16])[C:12]([F:14])([F:15])[F:13], predict the reactants needed to synthesize it. The reactants are: [Cl:1][C:2]1[CH:7]=[CH:6][C:5]([O:8]C)=[CH:4][C:3]=1[CH:10]([CH3:25])[C:11]([C:17]1[CH:18]=[CH:19][C:20](=[O:24])[N:21]([CH3:23])[CH:22]=1)([OH:16])[C:12]([F:15])([F:14])[F:13].B(Br)(Br)Br. (2) Given the product [C:2]1([N:8]([CH2:33][CH2:34][C:35]([OH:37])=[O:36])[C:9]([C:11]2[CH:32]=[CH:31][C:14]3[N:15]([CH3:30])[C:16]([CH2:18][N:19]([C:21]4[CH:26]=[CH:25][C:24]([C:27](=[NH:28])[NH2:29])=[CH:23][CH:22]=4)[CH3:20])=[N:17][C:13]=3[CH:12]=2)=[O:10])[CH:7]=[CH:6][CH:5]=[CH:4][CH:3]=1, predict the reactants needed to synthesize it. The reactants are: Cl.[C:2]1([N:8]([CH2:33][CH2:34][C:35]([O:37]CC)=[O:36])[C:9]([C:11]2[CH:32]=[CH:31][C:14]3[N:15]([CH3:30])[C:16]([CH2:18][N:19]([C:21]4[CH:26]=[CH:25][C:24]([C:27](=[NH:29])[NH2:28])=[CH:23][CH:22]=4)[CH3:20])=[N:17][C:13]=3[CH:12]=2)=[O:10])[CH:7]=[CH:6][CH:5]=[CH:4][CH:3]=1.[OH-].[Na+]. (3) Given the product [CH3:28][C:24]1([CH3:29])[CH2:25][C:26](=[O:27])[N:21]([C:18]2[CH:19]=[N:20][C:15]([O:14][C:11]([N:2]3[CH2:3][CH2:4][C:5]4[C:10](=[CH:9][CH:8]=[CH:7][CH:6]=4)[CH2:1]3)=[O:12])=[CH:16][CH:17]=2)[C:22](=[O:30])[CH2:23]1, predict the reactants needed to synthesize it. The reactants are: [CH2:1]1[C:10]2[C:5](=[CH:6][CH:7]=[CH:8][CH:9]=2)[CH2:4][CH2:3][N:2]1[C:11](Cl)=[O:12].[OH:14][C:15]1[N:20]=[CH:19][C:18]([N:21]2[C:26](=[O:27])[CH2:25][C:24]([CH3:29])([CH3:28])[CH2:23][C:22]2=[O:30])=[CH:17][CH:16]=1. (4) The reactants are: C([O:8][C:9]1[CH:10]=[C:11]([CH2:15][CH2:16][N:17]([CH:24]2[CH2:28][CH2:27][O:26][CH2:25]2)[CH2:18][C:19]([N:21]([CH3:23])[CH3:22])=[O:20])[CH:12]=[CH:13][CH:14]=1)C1C=CC=CC=1. Given the product [OH:8][C:9]1[CH:10]=[C:11]([CH2:15][CH2:16][N:17]([CH:24]2[CH2:28][CH2:27][O:26][CH2:25]2)[CH2:18][C:19]([N:21]([CH3:22])[CH3:23])=[O:20])[CH:12]=[CH:13][CH:14]=1, predict the reactants needed to synthesize it. (5) The reactants are: [C:1]([O-:4])(=[O:3])[CH3:2].[K+].[I-].[Na+].CN(C=O)C.[Br:13][C:14]1[C:15]([C:26]#[N:27])=[N:16][N:17]([CH2:24][CH3:25])[C:18]=1[CH2:19][CH2:20][CH2:21][CH2:22]Cl. Given the product [C:1]([O:4][CH2:22][CH2:21][CH2:20][CH2:19][C:18]1[N:17]([CH2:24][CH3:25])[N:16]=[C:15]([C:26]#[N:27])[C:14]=1[Br:13])(=[O:3])[CH3:2], predict the reactants needed to synthesize it. (6) Given the product [CH3:6][C:7]1[C:12]([O:13][CH3:14])=[C:11]([CH3:15])[C:10]([CH2:16][S@@:17]([C:18]2[N-:19][C:20]3[CH:21]=[CH:22][C:23]([O:27][CH3:28])=[CH:24][C:25]=3[N:26]=2)=[O:29])=[N:9][CH:8]=1.[Mg+2:3], predict the reactants needed to synthesize it. The reactants are: C[O-].[Mg+2:3].C[O-].[CH3:6][C:7]1[CH:8]=[N:9][C:10]([CH2:16][S+:17]([O-:29])[C:18]2[NH:19][C:20]3[CH:21]=[CH:22][C:23]([O:27][CH3:28])=[CH:24][C:25]=3[N:26]=2)=[C:11]([CH3:15])[C:12]=1[O:13][CH3:14].